Task: Predict the product of the given reaction.. Dataset: Forward reaction prediction with 1.9M reactions from USPTO patents (1976-2016) (1) Given the reactants [CH:1]([C:4]1[CH:43]=[CH:42][C:7]([O:8][CH:9]([CH2:15][C:16]2[CH:21]=[CH:20][C:19]([O:22][CH2:23][CH2:24][NH:25][C:26]([C:28]3[CH:29]=[CH:30][C:31]([C:34]4[CH:39]=[CH:38][C:37]([O:40][CH3:41])=[CH:36][CH:35]=4)=[N:32][CH:33]=3)=[O:27])=[CH:18][CH:17]=2)[C:10]([O:12]CC)=[O:11])=[CH:6][CH:5]=1)([CH3:3])[CH3:2].[OH-].[Na+], predict the reaction product. The product is: [CH:1]([C:4]1[CH:5]=[CH:6][C:7]([O:8][CH:9]([CH2:15][C:16]2[CH:17]=[CH:18][C:19]([O:22][CH2:23][CH2:24][NH:25][C:26]([C:28]3[CH:29]=[CH:30][C:31]([C:34]4[CH:35]=[CH:36][C:37]([O:40][CH3:41])=[CH:38][CH:39]=4)=[N:32][CH:33]=3)=[O:27])=[CH:20][CH:21]=2)[C:10]([OH:12])=[O:11])=[CH:42][CH:43]=1)([CH3:3])[CH3:2]. (2) Given the reactants Cl[CH2:2][CH2:3][CH2:4][O:5][C:6]1[CH:15]=[C:14]2[C:9]([C:10]([NH:16][C:17]3[CH:21]=[C:20]([CH2:22][C:23]([NH:25][C:26]4[CH:31]=[CH:30][CH:29]=[C:28]([F:32])[CH:27]=4)=[O:24])[NH:19][N:18]=3)=[N:11][CH:12]=[N:13]2)=[CH:8][CH:7]=1.[CH2:33]([NH:35][CH2:36][CH2:37][OH:38])[CH3:34].CN(C)C(=O)C, predict the reaction product. The product is: [CH2:33]([N:35]([CH2:36][CH2:37][OH:38])[CH2:2][CH2:3][CH2:4][O:5][C:6]1[CH:15]=[C:14]2[C:9]([C:10]([NH:16][C:17]3[CH:21]=[C:20]([CH2:22][C:23]([NH:25][C:26]4[CH:31]=[CH:30][CH:29]=[C:28]([F:32])[CH:27]=4)=[O:24])[NH:19][N:18]=3)=[N:11][CH:12]=[N:13]2)=[CH:8][CH:7]=1)[CH3:34]. (3) Given the reactants [CH3:1][C:2]1[N:6]([CH2:7][C:8]2[CH:26]=[CH:25][C:11]3/[C:12](=[CH:21]/[C:22](O)=[O:23])/[C:13]4[CH:20]=[CH:19][CH:18]=[CH:17][C:14]=4[CH2:15][CH2:16][C:10]=3[CH:9]=2)[C:5]2[CH:27]=[C:28]([C:32]3[CH:37]=[CH:36][CH:35]=[CH:34][CH:33]=3)[CH:29]=[C:30]([CH3:31])[C:4]=2[N:3]=1.[NH2:38][C:39]1[CH:44]=[CH:43][CH:42]=[CH:41][CH:40]=1.C(N=C=NCCCN(C)C)C.ON1C2C=CC=CC=2N=N1.C(=O)([O-])O.[Na+], predict the reaction product. The product is: [C:39]1([NH:38][C:22](=[O:23])/[CH:21]=[C:12]2\[C:13]3[CH:20]=[CH:19][CH:18]=[CH:17][C:14]=3[CH2:15][CH2:16][C:10]3[CH:9]=[C:8]([CH2:7][N:6]4[C:5]5[CH:27]=[C:28]([C:32]6[CH:37]=[CH:36][CH:35]=[CH:34][CH:33]=6)[CH:29]=[C:30]([CH3:31])[C:4]=5[N:3]=[C:2]4[CH3:1])[CH:26]=[CH:25][C:11]\2=3)[CH:44]=[CH:43][CH:42]=[CH:41][CH:40]=1.